This data is from Forward reaction prediction with 1.9M reactions from USPTO patents (1976-2016). The task is: Predict the product of the given reaction. (1) Given the reactants [OH:1][CH2:2][C:3]1[CH:8]=[CH:7][C:6]([OH:9])=[CH:5][C:4]=1[CH3:10].[OH-].[Na+].[CH2:13](Br)[C:14]1[CH:19]=[CH:18][CH:17]=[CH:16][CH:15]=1, predict the reaction product. The product is: [CH3:10][C:4]1[CH:5]=[C:6]([O:9][CH2:13][C:14]2[CH:19]=[CH:18][CH:17]=[CH:16][CH:15]=2)[CH:7]=[CH:8][C:3]=1[CH2:2][OH:1]. (2) Given the reactants Br[C:2]1[CH:3]=[C:4]([CH:10]=[CH:11][N:12]=1)[C:5]([O:7][CH2:8][CH3:9])=[O:6].C([O-])(=O)C.[K+].Br[CH2:19][C:20]1[CH:21]=[C:22]2[C:27](=[CH:28][CH:29]=1)[N:26]=[C:25]([C:30]#[N:31])[CH:24]=[CH:23]2.C(=O)([O-])[O-].[Na+].[Na+], predict the reaction product. The product is: [C:30]([C:25]1[CH:24]=[CH:23][C:22]2[C:27](=[CH:28][CH:29]=[C:20]([CH2:19][C:2]3[CH:3]=[C:4]([CH:10]=[CH:11][N:12]=3)[C:5]([O:7][CH2:8][CH3:9])=[O:6])[CH:21]=2)[N:26]=1)#[N:31]. (3) Given the reactants [N:1]#[C:2][NH2:3].[H-].[Na+].[N+](C1C=CC([O:15][C:16]([N:18]2[CH2:23][CH2:22][N:21]([C:24]3[CH:29]=[CH:28][C:27]([C:30](=[O:32])[NH2:31])=[C:26]([O:33][C:34]4[CH:39]=[CH:38][C:37]([O:40][C:41]5[CH:46]=[CH:45][CH:44]=[CH:43][CH:42]=5)=[CH:36][CH:35]=4)[N:25]=3)[CH2:20][CH2:19]2)=O)=CC=1)([O-])=O, predict the reaction product. The product is: [C:30]([C:27]1[CH:28]=[CH:29][C:24]([N:21]2[CH2:22][CH2:23][N:18]([C:16]([NH:3][C:2]#[N:1])=[O:15])[CH2:19][CH2:20]2)=[N:25][C:26]=1[O:33][C:34]1[CH:39]=[CH:38][C:37]([O:40][C:41]2[CH:46]=[CH:45][CH:44]=[CH:43][CH:42]=2)=[CH:36][CH:35]=1)(=[O:32])[NH2:31]. (4) Given the reactants [F-].C([N+](CCCC)(CCCC)CCCC)CCC.[Si]([O:36][C@@H:37]([CH2:42][CH2:43][S:44]([CH3:47])(=[O:46])=[O:45])[C:38]([O:40][CH3:41])=[O:39])(C(C)(C)C)(C1C=CC=CC=1)C1C=CC=CC=1, predict the reaction product. The product is: [OH:36][C@@H:37]([CH2:42][CH2:43][S:44]([CH3:47])(=[O:46])=[O:45])[C:38]([O:40][CH3:41])=[O:39]. (5) Given the reactants [Br:1][C:2]1[CH:3]=[C:4]2[C:9](=[CH:10][CH:11]=1)/[C:8](=[N:12]/O)/[CH2:7][CH2:6][CH2:5]2.S(Cl)(Cl)=[O:15], predict the reaction product. The product is: [Br:1][C:2]1[CH:11]=[CH:10][C:9]2[C:8](=[O:15])[NH:12][CH2:7][CH2:6][CH2:5][C:4]=2[CH:3]=1. (6) Given the reactants Cl[C:2]([O:4][CH2:5][CH3:6])=[O:3].[Br:7][C:8]1[N:9]=[C:10]2[CH:15]=[CH:14][C:13]([N:16]3[CH2:21][CH2:20][CH:19]([N:22]4[CH2:26][CH2:25][CH2:24][CH2:23]4)[CH2:18][CH2:17]3)=[N:12][N:11]2[CH:27]=1.[N:28]1[CH:33]=[CH:32][CH:31]=[CH:30][N:29]=1, predict the reaction product. The product is: [Br:7][C:8]1[N:9]=[C:10]2[CH:15]=[CH:14][C:13]([N:16]3[CH2:21][CH2:20][CH:19]([N:22]4[CH2:23][CH2:24][CH2:25][CH2:26]4)[CH2:18][CH2:17]3)=[N:12][N:11]2[C:27]=1[CH:32]1[CH:31]=[CH:30][N:29]([C:2]([O:4][CH2:5][CH3:6])=[O:3])[N:28]=[CH:33]1.